This data is from Reaction yield outcomes from USPTO patents with 853,638 reactions. The task is: Predict the reaction yield, written as a fraction of the theoretical maximum amount of product (1.0 means a 100% yield; for example, 0.34 means a 34% yield). (1) The reactants are Br[CH2:2][C:3]([CH2:26][CH3:27])=[CH:4][CH2:5][C:6]1[C:14]([O:15]CC[Si](C)(C)C)=[C:13]2[C:9]([CH2:10][O:11][C:12]2=[O:22])=[C:8]([CH3:23])[C:7]=1[O:24][CH3:25].C[O:29][P:30]([O:33]C)[O:31]C.C[Si](Br)(C)C.N1C(C)=CC=CC=1C. No catalyst specified. The product is [CH2:26]([C:3](=[CH:4][CH2:5][C:6]1[C:14]([OH:15])=[C:13]2[C:9](=[C:8]([CH3:23])[C:7]=1[O:24][CH3:25])[CH2:10][O:11][C:12]2=[O:22])[CH2:2][P:30](=[O:29])([OH:33])[OH:31])[CH3:27]. The yield is 0.580. (2) The reactants are C1C2C(COC([NH:18][C@@H:19]([C:28]([NH:30][CH3:31])=[O:29])[CH2:20][C:21]([O:23][C:24]([CH3:27])([CH3:26])[CH3:25])=[O:22])=O)C3C(=CC=CC=3)C=2C=CC=1.N1CCCCC1.C1C2C(CN3CCCCC3)C3C(=CC=CC=3)C=2C=CC=1. The catalyst is C(Cl)Cl. The product is [NH2:18][C@@H:19]([C:28]([NH:30][CH3:31])=[O:29])[CH2:20][C:21]([O:23][C:24]([CH3:26])([CH3:27])[CH3:25])=[O:22]. The yield is 1.00. (3) The reactants are [C@@H:1]12[NH:7][C@@H:4]([CH2:5][CH2:6]1)[CH:3]([C:8]([O:10]C)=[O:9])[CH:2]2[C:12]([O:14]C)=[O:13].[OH-].[Na+].[C:18](ON1C(=O)CCC1=O)([O:20][CH2:21][C:22]1[CH:27]=[CH:26][CH:25]=[CH:24][CH:23]=1)=[O:19].C(Cl)Cl.CO. The catalyst is O.CC(C)=O. The product is [CH2:21]([O:20][C:18]([N:7]1[C@H:4]2[CH2:5][CH2:6][C@@H:1]1[CH:2]([C:12]([OH:14])=[O:13])[CH:3]2[C:8]([OH:10])=[O:9])=[O:19])[C:22]1[CH:27]=[CH:26][CH:25]=[CH:24][CH:23]=1. The yield is 0.740.